Dataset: Peptide-MHC class I binding affinity with 185,985 pairs from IEDB/IMGT. Task: Regression. Given a peptide amino acid sequence and an MHC pseudo amino acid sequence, predict their binding affinity value. This is MHC class I binding data. (1) The peptide sequence is RRNRKALWL. The MHC is HLA-A26:01 with pseudo-sequence HLA-A26:01. The binding affinity (normalized) is 0.0847. (2) The peptide sequence is SVKGRFTI. The MHC is HLA-A02:02 with pseudo-sequence HLA-A02:02. The binding affinity (normalized) is 0.